This data is from Forward reaction prediction with 1.9M reactions from USPTO patents (1976-2016). The task is: Predict the product of the given reaction. (1) Given the reactants ClC1N=CC([CH2:8][NH:9][C:10](=[O:32])[CH2:11][C@@H:12]2[CH2:23][CH:22]=[CH:21][CH2:20][CH2:19][C:18](=[O:24])[O:17][C@H:16]([C:25]3[CH:30]=[CH:29][CH:28]=[CH:27][CH:26]=3)[CH2:15][NH:14][C:13]2=[O:31])=CC=1.[O:33]1[CH2:38][CH2:37][CH:36](CN)[CH2:35][CH2:34]1, predict the reaction product. The product is: [O:31]=[C:13]1[C@H:12]([CH2:11][C:10]([NH:9][CH2:8][CH:36]2[CH2:37][CH2:38][O:33][CH2:34][CH2:35]2)=[O:32])[CH2:23][CH:22]=[CH:21][CH2:20][CH2:19][C:18](=[O:24])[O:17][C@H:16]([C:25]2[CH:26]=[CH:27][CH:28]=[CH:29][CH:30]=2)[CH2:15][NH:14]1. (2) Given the reactants [OH-].[Na+].[Cl:3][C:4]1[CH:37]=[CH:36][CH:35]=[C:34]([Cl:38])[C:5]=1[C:6]([NH:8][C@H:9]([C:30]([O:32]C)=[O:31])[CH2:10][C:11]1[CH:16]=[CH:15][C:14]([N:17]2[CH2:20][CH:19]([CH2:21][C:22]3[CH:27]=[CH:26][CH:25]=[C:24]([NH:28][CH3:29])[N:23]=3)[CH2:18]2)=[CH:13][CH:12]=1)=[O:7], predict the reaction product. The product is: [Cl:38][C:34]1[CH:35]=[CH:36][CH:37]=[C:4]([Cl:3])[C:5]=1[C:6]([NH:8][C@H:9]([C:30]([OH:32])=[O:31])[CH2:10][C:11]1[CH:12]=[CH:13][C:14]([N:17]2[CH2:18][CH:19]([CH2:21][C:22]3[CH:27]=[CH:26][CH:25]=[C:24]([NH:28][CH3:29])[N:23]=3)[CH2:20]2)=[CH:15][CH:16]=1)=[O:7]. (3) Given the reactants [CH:1]1([C:4]2[C:9]([C:10]3[CH2:14][CH2:13][C@:12]([C:19]4[CH:24]=[CH:23][CH:22]=[C:21]([F:25])[C:20]=4[CH3:26])([C:15]([NH:17][OH:18])=[O:16])[CH:11]=3)=[CH:8][C:7]([F:27])=[CH:6][N:5]=2)[CH2:3][CH2:2]1, predict the reaction product. The product is: [CH:1]1([C:4]2[C:9]([C@@H:10]3[CH2:14][CH2:13][C@:12]([C:19]4[CH:24]=[CH:23][CH:22]=[C:21]([F:25])[C:20]=4[CH3:26])([C:15]([NH:17][OH:18])=[O:16])[CH2:11]3)=[CH:8][C:7]([F:27])=[CH:6][N:5]=2)[CH2:2][CH2:3]1. (4) The product is: [CH:19]1([C:18]2[C:12]3[S:11][C:10]([NH:9][C:7](=[O:8])[C:6]4[CH:27]=[CH:28][C:3]([CH2:2][N:33]([CH2:32][CH2:31][O:30][CH3:29])[CH3:34])=[CH:4][CH:5]=4)=[N:14][C:13]=3[C:15]([O:25][CH3:26])=[CH:16][CH:17]=2)[CH2:24][CH2:23][CH2:22][CH2:21][CH2:20]1. Given the reactants Cl[CH2:2][C:3]1[CH:28]=[CH:27][C:6]([C:7]([NH:9][C:10]2[S:11][C:12]3[C:18]([CH:19]4[CH2:24][CH2:23][CH2:22][CH2:21][CH2:20]4)=[CH:17][CH:16]=[C:15]([O:25][CH3:26])[C:13]=3[N:14]=2)=[O:8])=[CH:5][CH:4]=1.[CH3:29][O:30][CH2:31][CH2:32][NH:33][CH3:34], predict the reaction product. (5) Given the reactants [CH2:1]([C:4]1([CH2:20][CH:21]=[CH2:22])[C:10](=[O:11])[C:9]2[CH:12]=[CH:13][CH:14]=[CH:15][C:8]=2[CH2:7][C:6]2[CH:16]=[CH:17][CH:18]=[CH:19][C:5]1=2)C=C.C, predict the reaction product. The product is: [CH:12]1[C:9]2[C:10](=[O:11])[C:4]3([CH2:1][CH:22]=[CH:21][CH2:20]3)[C:5]3[CH:19]=[CH:18][CH:17]=[CH:16][C:6]=3[CH2:7][C:8]=2[CH:15]=[CH:14][CH:13]=1. (6) Given the reactants [OH-:1].[Na+:2].[OH:3]O.[CH3:5][C:6]([N:8]([C:18]([CH3:20])=[O:19])[CH2:9][CH2:10][N:11]([C:15]([CH3:17])=[O:16])[C:12]([CH3:14])=[O:13])=[O:7], predict the reaction product. The product is: [OH:1][OH:3].[OH-:7].[Na+:2].[CH3:14][C:12]([N:11]([C:15]([CH3:17])=[O:16])[CH2:10][CH2:9][N:8]([C:18]([CH3:20])=[O:19])[C:6]([CH3:5])=[O:7])=[O:13]. (7) Given the reactants [F:1][C:2]([F:23])([F:22])[C:3]1[CH:4]=[C:5]([C:9]2[CH:10]=[CH:11][C:12]3[N:19]4[CH2:20][C@H:15]([CH2:16][CH2:17][CH2:18]4)[NH:14][C:13]=3[N:21]=2)[CH:6]=[N:7][CH:8]=1.C(N(CC)CC)C.ClC(Cl)(O[C:35](=[O:41])OC(Cl)(Cl)Cl)Cl.[N:43]1[CH:48]=[C:47]([NH2:49])[CH:46]=[N:45][CH:44]=1, predict the reaction product. The product is: [N:43]1[CH:48]=[C:47]([NH:49][C:35]([N:14]2[C@@H:15]3[CH2:20][N:19]([CH2:18][CH2:17][CH2:16]3)[C:12]3[CH:11]=[CH:10][C:9]([C:5]4[CH:6]=[N:7][CH:8]=[C:3]([C:2]([F:22])([F:1])[F:23])[CH:4]=4)=[N:21][C:13]2=3)=[O:41])[CH:46]=[N:45][CH:44]=1. (8) Given the reactants [N:1]1N=[C:3]([C:6]2[CH:11]=[CH:10]C=C[C:7]=2C(N2CC3CN(C(OC(C)(C)C)=O)CC3C2)=O)[NH:4][CH:5]=1.C(O[C:34]([N:36]1[CH2:43][CH:42]2[CH:38]([CH2:39][NH:40][CH2:41]2)[CH2:37]1)=[O:35])(C)(C)C.[CH3:44][C:45]1[N:50]=[C:49](C(O)=O)[C:48]([C:54]2[N:59]=[CH:58][CH:57]=[CH:56][N:55]=2)=[CH:47][CH:46]=1.N1N=[C:62](C2C=CC=CC=2C(O)=O)NC=1, predict the reaction product. The product is: [CH3:44][C:45]1[N:50]=[C:49]([C:34]([N:36]2[CH2:37][CH:38]3[CH:42]([CH2:41][N:40]([C:5]4[N:1]=[C:11]([CH3:10])[C:6]([CH3:7])=[C:3]([CH3:62])[N:4]=4)[CH2:39]3)[CH2:43]2)=[O:35])[C:48]([C:54]2[N:55]=[CH:56][CH:57]=[CH:58][N:59]=2)=[CH:47][CH:46]=1. (9) Given the reactants [N:1]1([C:7]2[C:12]([C:13]([O:15][CH:16]([CH3:18])[CH3:17])=[O:14])=[CH:11][CH:10]=[CH:9][N:8]=2)[CH2:6][CH2:5][NH:4][CH2:3][CH2:2]1.C(O)(=O)C.[Br:23][C:24]1[CH:31]=[CH:30][CH:29]=[CH:28][C:25]=1[CH:26]=O.C([BH3-])#N, predict the reaction product. The product is: [Br:23][C:24]1[CH:31]=[CH:30][CH:29]=[CH:28][C:25]=1[CH2:26][N:4]1[CH2:3][CH2:2][N:1]([C:7]2[C:12]([C:13]([O:15][CH:16]([CH3:18])[CH3:17])=[O:14])=[CH:11][CH:10]=[CH:9][N:8]=2)[CH2:6][CH2:5]1. (10) Given the reactants [NH2:1][CH2:2][CH2:3][CH2:4][S:5]([O:8][CH2:9][C:10]([CH3:23])([CH3:22])[CH2:11][CH2:12][CH2:13][O:14][CH2:15][C:16]1[CH:21]=[CH:20][CH:19]=[CH:18][CH:17]=1)(=[O:7])=[O:6].[C:24](OC(=O)C)(=[O:26])[CH3:25].C(N(CC)CC)C, predict the reaction product. The product is: [C:24]([NH:1][CH2:2][CH2:3][CH2:4][S:5]([O:8][CH2:9][C:10]([CH3:23])([CH3:22])[CH2:11][CH2:12][CH2:13][O:14][CH2:15][C:16]1[CH:17]=[CH:18][CH:19]=[CH:20][CH:21]=1)(=[O:6])=[O:7])(=[O:26])[CH3:25].